This data is from Full USPTO retrosynthesis dataset with 1.9M reactions from patents (1976-2016). The task is: Predict the reactants needed to synthesize the given product. (1) The reactants are: C([O:3][C:4](=[O:20])[C@@H:5]([O:18][CH3:19])[CH2:6][C:7]1[CH:12]=[CH:11][C:10]([O:13][CH2:14][CH2:15][CH2:16]Br)=[CH:9][CH:8]=1)C.[O:21]1[C:25]2[CH:26]=[CH:27][C:28]([OH:30])=[CH:29][C:24]=2[O:23][CH2:22]1.[OH-].[Na+]. Given the product [O:21]1[C:25]2[CH:26]=[CH:27][C:28]([O:30][CH2:16][CH2:15][CH2:14][O:13][C:10]3[CH:9]=[CH:8][C:7]([CH2:6][C@H:5]([O:18][CH3:19])[C:4]([OH:3])=[O:20])=[CH:12][CH:11]=3)=[CH:29][C:24]=2[O:23][CH2:22]1, predict the reactants needed to synthesize it. (2) Given the product [CH3:20][C:15]1([CH3:21])[C:16]([CH3:19])([CH3:18])[O:17][B:13]([C:2]2[CH:7]=[CH:6][N:5]=[C:4]([NH:8][C:9](=[O:12])[CH2:10][CH3:11])[CH:3]=2)[O:14]1, predict the reactants needed to synthesize it. The reactants are: Br[C:2]1[CH:7]=[CH:6][N:5]=[C:4]([NH:8][C:9](=[O:12])[CH2:10][CH3:11])[CH:3]=1.[B:13]1([B:13]2[O:17][C:16]([CH3:19])([CH3:18])[C:15]([CH3:21])([CH3:20])[O:14]2)[O:17][C:16]([CH3:19])([CH3:18])[C:15]([CH3:21])([CH3:20])[O:14]1.C([O-])(=O)C.[K+]. (3) Given the product [S:1]1[CH:5]=[CH:4][C:3]([N:6]2[C:14]3[C:9](=[CH:10][CH:11]=[CH:12][CH:13]=3)[CH2:8][C:7]2=[O:21])=[CH:2]1, predict the reactants needed to synthesize it. The reactants are: [S:1]1[CH:5]=[CH:4][C:3]([N:6]2[C:14]3[C:9](=[CH:10][CH:11]=[CH:12][CH:13]=3)[CH:8]=[CH:7]2)=[CH:2]1.ClN1C(=[O:21])CCC1=O. (4) Given the product [Cl:1][C:2]1[C:7]2[N:8]=[C:9]([O:11][C:12]3[C:17]([CH3:18])=[CH:16][C:15]([Cl:19])=[CH:14][C:13]=3[Cl:20])[NH:10][C:6]=2[C:5]([CH:30]([CH2:33][CH3:34])[CH2:31][CH3:32])=[CH:4][CH:3]=1, predict the reactants needed to synthesize it. The reactants are: [Cl:1][C:2]1[C:7]2[N:8](CC3C=CC(OC)=CC=3)[C:9]([O:11][C:12]3[C:17]([CH3:18])=[CH:16][C:15]([Cl:19])=[CH:14][C:13]=3[Cl:20])=[N:10][C:6]=2[C:5]([CH:30]([CH2:33][CH3:34])[CH2:31][CH3:32])=[CH:4][CH:3]=1.FC(F)(F)C(O)=O.